Dataset: Reaction yield outcomes from USPTO patents with 853,638 reactions. Task: Predict the reaction yield, written as a fraction of the theoretical maximum amount of product (1.0 means a 100% yield; for example, 0.34 means a 34% yield). (1) The reactants are ClS([N:5]=[C:6]=O)(=O)=O.[CH3:8][C:9]1[NH:10][CH:11]=[C:12]([CH3:17])[C:13]=1[C:14](=[O:16])[CH3:15]. The catalyst is C(#N)C.CN(C)C=O. The product is [C:14]([C:13]1[C:12]([CH3:17])=[C:11]([C:6]#[N:5])[NH:10][C:9]=1[CH3:8])(=[O:16])[CH3:15]. The yield is 0.720. (2) The reactants are [CH2:1]([NH:3][CH2:4][C:5]1[CH:10]=[CH:9][CH:8]=[CH:7][C:6]=1[NH2:11])[CH3:2].Cl[C:13]1[N:18]=[N:17][C:16]([C:19]([NH2:21])=[O:20])=[CH:15][CH:14]=1.C(N(C(C)C)CC)(C)C. The catalyst is CN(C=O)C. The product is [CH2:1]([N:3]([C:13]1[N:18]=[N:17][C:16]([C:19]([NH2:21])=[O:20])=[CH:15][CH:14]=1)[CH2:4][C:5]1[CH:10]=[CH:9][CH:8]=[CH:7][C:6]=1[NH2:11])[CH3:2]. The yield is 0.300.